Dataset: Full USPTO retrosynthesis dataset with 1.9M reactions from patents (1976-2016). Task: Predict the reactants needed to synthesize the given product. (1) Given the product [CH3:18][C:17]1[CH:16]=[C:15]([CH3:19])[CH:14]=[C:13]([CH3:20])[C:12]=1[S:9]([O-:11])(=[O:10])=[O:8].[NH2:7][N+:6]1[CH:5]=[CH:4][S:3][C:2]=1[CH3:1], predict the reactants needed to synthesize it. The reactants are: [CH3:1][C:2]1[S:3][CH:4]=[CH:5][N:6]=1.[NH2:7][O:8][S:9]([C:12]1[C:17]([CH3:18])=[CH:16][C:15]([CH3:19])=[CH:14][C:13]=1[CH3:20])(=[O:11])=[O:10].C(OC(C)C)(C)C. (2) The reactants are: C([N:5]1[C:9]2=[N:10][CH:11]=[N:12][C:13]([NH2:14])=[C:8]2[C:7]([C:15]2[CH:20]=[CH:19][CH:18]=[C:17]([O:21][CH2:22][C:23]3[CH:28]=[CH:27][CH:26]=[CH:25][CH:24]=3)[CH:16]=2)=[N:6]1)(C)(C)C.NC1N=CN=C2NN=C(C3C=C(O)C=CC=3)C=12. Given the product [CH2:22]([O:21][C:17]1[CH:16]=[C:15]([C:7]2[C:8]3[C:9](=[N:10][CH:11]=[N:12][C:13]=3[NH2:14])[NH:5][N:6]=2)[CH:20]=[CH:19][CH:18]=1)[C:23]1[CH:28]=[CH:27][CH:26]=[CH:25][CH:24]=1, predict the reactants needed to synthesize it. (3) Given the product [CH:10]1[C:11]2[CH:12]([CH2:14][O:15][C:16]([N:18]([CH3:25])[C@@H:19]([CH2:23][O:24][C:32]([C:31]3[CH:48]=[CH:49][C:28]([O:27][CH3:26])=[CH:29][CH:30]=3)([C:33]3[CH:38]=[CH:37][C:36]([O:39][CH3:40])=[CH:35][CH:34]=3)[C:41]3[CH:42]=[CH:43][CH:44]=[CH:45][CH:46]=3)[C:20]([O-:22])=[O:21])=[O:17])[C:13]3[C:5](=[CH:4][CH:3]=[CH:2][CH:1]=3)[C:6]=2[CH:7]=[CH:8][CH:9]=1.[CH2:55]([NH+:50]([CH:49]([CH3:48])[CH3:28])[CH:51]([CH3:52])[CH3:1])[CH3:54], predict the reactants needed to synthesize it. The reactants are: [CH:1]1[C:13]2[CH:12]([CH2:14][O:15][C:16]([N:18]([CH3:25])[C@@H:19]([CH2:23][OH:24])[C:20]([OH:22])=[O:21])=[O:17])[C:11]3[C:6](=[CH:7][CH:8]=[CH:9][CH:10]=3)[C:5]=2[CH:4]=[CH:3][CH:2]=1.[CH3:26][O:27][C:28]1[CH:49]=[CH:48][C:31]([C:32](Cl)([C:41]2[CH:46]=[CH:45][CH:44]=[CH:43][CH:42]=2)[C:33]2[CH:38]=[CH:37][C:36]([O:39][CH3:40])=[CH:35][CH:34]=2)=[CH:30][CH:29]=1.[N:50]1[CH:55]=[CH:54]C=[CH:52][CH:51]=1.